Dataset: Forward reaction prediction with 1.9M reactions from USPTO patents (1976-2016). Task: Predict the product of the given reaction. (1) Given the reactants [Br:1][C:2]1[CH:9]=[CH:8][C:5]([CH2:6]O)=[C:4]([Cl:10])[CH:3]=1.C1(C)C=CC=CC=1.[BrH:18].O, predict the reaction product. The product is: [Br:1][C:2]1[CH:9]=[CH:8][C:5]([CH2:6][Br:18])=[C:4]([Cl:10])[CH:3]=1. (2) Given the reactants [C:1]([C:3]1[CH:8]=[C:7]([C@@H:9]([NH:12][C:13]([C:15]2[C:16]3[CH:23]=[N:22][N:21]([C:24]4[CH:29]=[CH:28][C:27]([F:30])=[CH:26][CH:25]=4)[C:17]=3[CH:18]=[N:19][CH:20]=2)=[O:14])[CH2:10][CH3:11])[CH:6]=[CH:5][N:4]=1)#[N:2].[N-:31]=[N+:32]=[N-:33].[Na+].CN(C=O)C, predict the reaction product. The product is: [NH:31]1[C:1]([C:3]2[CH:8]=[C:7]([C@@H:9]([NH:12][C:13]([C:15]3[C:16]4[CH:23]=[N:22][N:21]([C:24]5[CH:25]=[CH:26][C:27]([F:30])=[CH:28][CH:29]=5)[C:17]=4[CH:18]=[N:19][CH:20]=3)=[O:14])[CH2:10][CH3:11])[CH:6]=[CH:5][N:4]=2)=[N:2][N:33]=[N:32]1. (3) Given the reactants [CH:1]([C:4]1[C:12]2[C:7](=[CH:8][CH:9]=[C:10]([O:13][C:14]3[C:21]([Cl:22])=[CH:20][C:17]([CH2:18]Br)=[CH:16][C:15]=3[Cl:23])[CH:11]=2)[NH:6][CH:5]=1)([CH3:3])[CH3:2].[C-:24]#[N:25].[Na+].C1(C)C=CC=CC=1, predict the reaction product. The product is: [CH:1]([C:4]1[C:12]2[C:7](=[CH:8][CH:9]=[C:10]([O:13][C:14]3[C:21]([Cl:22])=[CH:20][C:17]([CH2:18][C:24]#[N:25])=[CH:16][C:15]=3[Cl:23])[CH:11]=2)[NH:6][CH:5]=1)([CH3:3])[CH3:2]. (4) Given the reactants [CH3:1][O:2][C:3]1[CH:4]=[C:5]([C:11]2[NH:15][N:14]=[C:13]([CH3:16])[C:12]=2[NH2:17])[CH:6]=[CH:7][C:8]=1[O:9][CH3:10].[CH3:18][O:19][C:20]1[CH:21]=[C:22]([CH:26]=[CH:27][CH:28]=1)[C:23](Cl)=[O:24], predict the reaction product. The product is: [CH3:1][O:2][C:3]1[CH:4]=[C:5]([C:11]2[NH:15][N:14]=[C:13]([CH3:16])[C:12]=2[NH:17][C:23](=[O:24])[C:22]2[CH:26]=[CH:27][CH:28]=[C:20]([O:19][CH3:18])[CH:21]=2)[CH:6]=[CH:7][C:8]=1[O:9][CH3:10]. (5) Given the reactants [O:1]1[C:5]2[CH:6]=[CH:7][CH:8]=[CH:9][C:4]=2[C:3]([N:10]2[CH2:15][CH2:14][N:13]([CH2:16][CH2:17][C:18]3[CH:19]=[C:20]4[C:24](=[CH:25][CH:26]=3)[C:23]([CH3:28])([CH3:27])[C:22](=[N:29]O)[C:21]4([CH3:32])[CH3:31])[CH2:12][CH2:11]2)=[N:2]1.[OH-].[Na+], predict the reaction product. The product is: [O:1]1[C:5]2[CH:6]=[CH:7][CH:8]=[CH:9][C:4]=2[C:3]([N:10]2[CH2:15][CH2:14][N:13]([CH2:16][CH2:17][C:18]3[CH:19]=[C:20]4[C:24](=[CH:25][CH:26]=3)[C:23]([CH3:27])([CH3:28])[C:22](=[NH:29])[C:21]4([CH3:32])[CH3:31])[CH2:12][CH2:11]2)=[N:2]1. (6) Given the reactants [F:1][C:2]([F:12])([F:11])[CH2:3][O:4][C:5]1[CH:9]=[C:8]([NH2:10])[NH:7][N:6]=1.[C:13](OCC)(=[O:18])[CH2:14][C:15]([CH3:17])=O, predict the reaction product. The product is: [F:12][C:2]([F:1])([F:11])[CH2:3][O:4][C:5]1[CH:9]=[C:8]2[N:10]=[C:15]([CH3:17])[CH:14]=[C:13]([OH:18])[N:7]2[N:6]=1. (7) Given the reactants C([O:8][C@H:9]1[CH2:13][N:12]([CH:14]2[CH2:19][CH2:18][N:17]([C:20]([O:22][C:23]([CH3:26])([CH3:25])[CH3:24])=[O:21])[CH2:16][CH2:15]2)[C:11](=[O:27])[C@H:10]1[O:28][C:29]1[CH:34]=[CH:33][C:32]([S:35]([CH3:38])(=[O:37])=[O:36])=[CH:31][C:30]=1[F:39])C1C=CC=CC=1.[H][H], predict the reaction product. The product is: [F:39][C:30]1[CH:31]=[C:32]([S:35]([CH3:38])(=[O:37])=[O:36])[CH:33]=[CH:34][C:29]=1[O:28][C@H:10]1[C@@H:9]([OH:8])[CH2:13][N:12]([CH:14]2[CH2:19][CH2:18][N:17]([C:20]([O:22][C:23]([CH3:26])([CH3:25])[CH3:24])=[O:21])[CH2:16][CH2:15]2)[C:11]1=[O:27]. (8) Given the reactants [CH3:1][S:2][C:3]1[N:8]=[C:7]([C:9]([OH:11])=O)[CH:6]=[CH:5][N:4]=1.C(Cl)(=O)C([Cl:15])=O, predict the reaction product. The product is: [CH3:1][S:2][C:3]1[N:8]=[C:7]([C:9]([Cl:15])=[O:11])[CH:6]=[CH:5][N:4]=1. (9) Given the reactants [F:1][C:2]1[CH:9]=[CH:8][C:5]([CH2:6][NH2:7])=[CH:4][C:3]=1[Cl:10].[CH2:11]([O:18][NH:19][C:20]([C:22]1[C:27]([O:28][CH2:29][C:30]2[CH:35]=[CH:34][CH:33]=[CH:32][CH:31]=2)=[C:26]([CH2:36][OH:37])[C:25]([C:38](NCC2C=CC(F)=CC=2)=[O:39])=[CH:24][N:23]=1)=[O:21])[C:12]1[CH:17]=[CH:16][CH:15]=[CH:14][CH:13]=1, predict the reaction product. The product is: [CH2:11]([O:18][NH:19][C:20]([C:22]1[C:27]([O:28][CH2:29][C:30]2[CH:35]=[CH:34][CH:33]=[CH:32][CH:31]=2)=[C:26]([CH2:36][OH:37])[C:25]([C:38]([NH:7][CH2:6][C:5]2[CH:8]=[CH:9][C:2]([F:1])=[C:3]([Cl:10])[CH:4]=2)=[O:39])=[CH:24][N:23]=1)=[O:21])[C:12]1[CH:17]=[CH:16][CH:15]=[CH:14][CH:13]=1.